From a dataset of NCI-60 drug combinations with 297,098 pairs across 59 cell lines. Regression. Given two drug SMILES strings and cell line genomic features, predict the synergy score measuring deviation from expected non-interaction effect. (1) Drug 1: C1CCC(C(C1)N)N.C(=O)(C(=O)[O-])[O-].[Pt+4]. Drug 2: C(CN)CNCCSP(=O)(O)O. Cell line: ACHN. Synergy scores: CSS=21.9, Synergy_ZIP=-10.1, Synergy_Bliss=-6.85, Synergy_Loewe=-2.61, Synergy_HSA=-1.83. (2) Drug 1: CCCS(=O)(=O)NC1=C(C(=C(C=C1)F)C(=O)C2=CNC3=C2C=C(C=N3)C4=CC=C(C=C4)Cl)F. Drug 2: C1=C(C(=O)NC(=O)N1)N(CCCl)CCCl. Cell line: UO-31. Synergy scores: CSS=34.5, Synergy_ZIP=-2.44, Synergy_Bliss=7.04, Synergy_Loewe=8.44, Synergy_HSA=8.56.